This data is from Forward reaction prediction with 1.9M reactions from USPTO patents (1976-2016). The task is: Predict the product of the given reaction. (1) Given the reactants [O:1]([CH2:8][CH2:9][CH2:10][CH2:11][S:12](Cl)(=[O:14])=[O:13])[C:2]1[CH:7]=[CH:6][CH:5]=[CH:4][CH:3]=1.[NH4+].[F-:17], predict the reaction product. The product is: [O:1]([CH2:8][CH2:9][CH2:10][CH2:11][S:12]([F:17])(=[O:14])=[O:13])[C:2]1[CH:7]=[CH:6][CH:5]=[CH:4][CH:3]=1. (2) Given the reactants [Cl:1][C:2]1[CH:7]=[CH:6][C:5]([N:8]([C:33](=[O:38])[C:34](OC)=[O:35])[C:9]([CH3:32])([CH3:31])[CH2:10][NH:11]C(C2C=CC=CC=2)(C2C=CC=CC=2)C2C=CC=CC=2)=[CH:4][CH:3]=1.C1(OC)C=CC=CC=1.FC(F)(F)C(O)=O, predict the reaction product. The product is: [Cl:1][C:2]1[CH:7]=[CH:6][C:5]([N:8]2[C:9]([CH3:32])([CH3:31])[CH2:10][NH:11][C:34](=[O:35])[C:33]2=[O:38])=[CH:4][CH:3]=1. (3) Given the reactants [Cl:1][C:2]1[CH:7]=[CH:6][C:5]([CH:8]([CH:12]2[CH2:16][CH2:15][CH2:14][C:13]2([F:18])[F:17])[C:9]([OH:11])=O)=[CH:4][CH:3]=1.[NH2:19][C:20]1[CH:21]=[C:22]([CH:34]=[CH:35][C:36]=1[F:37])[CH2:23][C:24]1([C:27]([O:29][C:30]([CH3:33])([CH3:32])[CH3:31])=[O:28])[CH2:26][CH2:25]1.CN(C(ON1N=NC2C=CC=NC1=2)=[N+](C)C)C.F[P-](F)(F)(F)(F)F.[Cl-].[NH4+], predict the reaction product. The product is: [Cl:1][C:2]1[CH:3]=[CH:4][C:5]([CH:8]([CH:12]2[CH2:16][CH2:15][CH2:14][C:13]2([F:18])[F:17])[C:9]([NH:19][C:20]2[CH:21]=[C:22]([CH:34]=[CH:35][C:36]=2[F:37])[CH2:23][C:24]2([C:27]([O:29][C:30]([CH3:33])([CH3:32])[CH3:31])=[O:28])[CH2:25][CH2:26]2)=[O:11])=[CH:6][CH:7]=1. (4) Given the reactants [C:1]([C:3]([C:6]1[CH:7]=[C:8]([CH:12]=[CH:13][CH:14]=1)[C:9]([OH:11])=O)([CH3:5])[CH3:4])#[N:2].S(Cl)(Cl)=O.C1(C)C=CC=CC=1.[NH2:26][C:27]1[CH:28]=[C:29]([CH:46]=[CH:47][CH:48]=1)[O:30][C:31]1[CH:45]=[CH:44][C:34]2[N:35]=[C:36]([NH:38][C:39]([CH:41]3[CH2:43][CH2:42]3)=[O:40])[O:37][C:33]=2[CH:32]=1, predict the reaction product. The product is: [C:1]([C:3]([C:6]1[CH:7]=[C:8]([CH:12]=[CH:13][CH:14]=1)[C:9]([NH:26][C:27]1[CH:48]=[CH:47][CH:46]=[C:29]([O:30][C:31]2[CH:45]=[CH:44][C:34]3[N:35]=[C:36]([NH:38][C:39]([CH:41]4[CH2:42][CH2:43]4)=[O:40])[O:37][C:33]=3[CH:32]=2)[CH:28]=1)=[O:11])([CH3:4])[CH3:5])#[N:2]. (5) The product is: [CH3:15][O:16][C:17]1[CH:22]=[CH:21][C:20]([NH:23][CH:11]2[CH2:12][CH2:13][N:8]([C:6]([O:5][C:1]([CH3:4])([CH3:3])[CH3:2])=[O:7])[CH2:9][CH2:10]2)=[CH:19][CH:18]=1. Given the reactants [C:1]([O:5][C:6]([N:8]1[CH2:13][CH2:12][C:11](=O)[CH2:10][CH2:9]1)=[O:7])([CH3:4])([CH3:3])[CH3:2].[CH3:15][O:16][C:17]1[CH:22]=[CH:21][C:20]([NH2:23])=[CH:19][CH:18]=1, predict the reaction product. (6) The product is: [Cl:1][C:2]1[CH:3]=[N:4][C:5]2[N:6]([N:8]=[C:9]([C:11]([N:16]3[CH2:17][CH2:18][C:19]4[C:24](=[C:23]([C:25]5[CH:30]=[CH:29][N:28]=[CH:27][CH:26]=5)[CH:22]=[CH:21][CH:20]=4)[N:15]3[CH3:14])=[O:13])[CH:10]=2)[CH:7]=1. Given the reactants [Cl:1][C:2]1[CH:3]=[N:4][C:5]2[N:6]([N:8]=[C:9]([C:11]([OH:13])=O)[CH:10]=2)[CH:7]=1.[CH3:14][N:15]1[C:24]2[C:19](=[CH:20][CH:21]=[CH:22][C:23]=2[C:25]2[CH:30]=[CH:29][N:28]=[CH:27][CH:26]=2)[CH2:18][CH2:17][NH:16]1, predict the reaction product.